This data is from Peptide-MHC class II binding affinity with 134,281 pairs from IEDB. The task is: Regression. Given a peptide amino acid sequence and an MHC pseudo amino acid sequence, predict their binding affinity value. This is MHC class II binding data. (1) The peptide sequence is YDKMLANVSTVLTGK. The MHC is DRB1_0101 with pseudo-sequence DRB1_0101. The binding affinity (normalized) is 0.800. (2) The peptide sequence is YTTEGGTKTEAEDVI. The MHC is DRB3_0202 with pseudo-sequence DRB3_0202. The binding affinity (normalized) is 0.0140. (3) The peptide sequence is YDKFLANVKTVLTGK. The MHC is DRB1_1001 with pseudo-sequence DRB1_1001. The binding affinity (normalized) is 0.608. (4) The MHC is HLA-DPA10301-DPB10402 with pseudo-sequence HLA-DPA10301-DPB10402. The peptide sequence is PKFENIAEGLR. The binding affinity (normalized) is 0.178. (5) The peptide sequence is KRVSNVIIHGLHLYG. The MHC is DRB3_0101 with pseudo-sequence DRB3_0101. The binding affinity (normalized) is 0.239. (6) The peptide sequence is PKGAPCRIPVIVADD. The MHC is DRB1_0101 with pseudo-sequence DRB1_0101. The binding affinity (normalized) is 0. (7) The peptide sequence is GAMAKKGDEQKLRSA. The MHC is DRB1_0101 with pseudo-sequence DRB1_0101. The binding affinity (normalized) is 0.346. (8) The peptide sequence is GATVAVDCRPFNGGE. The MHC is DRB1_1201 with pseudo-sequence DRB1_1201. The binding affinity (normalized) is 0.0821. (9) The peptide sequence is ANKIVYTVKVEPHTG. The MHC is DRB1_0404 with pseudo-sequence DRB1_0404. The binding affinity (normalized) is 0.618.